Dataset: NCI-60 drug combinations with 297,098 pairs across 59 cell lines. Task: Regression. Given two drug SMILES strings and cell line genomic features, predict the synergy score measuring deviation from expected non-interaction effect. (1) Drug 1: CC1=C(C=C(C=C1)NC2=NC=CC(=N2)N(C)C3=CC4=NN(C(=C4C=C3)C)C)S(=O)(=O)N.Cl. Drug 2: CNC(=O)C1=NC=CC(=C1)OC2=CC=C(C=C2)NC(=O)NC3=CC(=C(C=C3)Cl)C(F)(F)F. Cell line: U251. Synergy scores: CSS=51.1, Synergy_ZIP=3.75, Synergy_Bliss=5.51, Synergy_Loewe=5.25, Synergy_HSA=5.44. (2) Drug 1: CC1C(C(CC(O1)OC2CC(CC3=C2C(=C4C(=C3O)C(=O)C5=C(C4=O)C(=CC=C5)OC)O)(C(=O)C)O)N)O.Cl. Drug 2: C1C(C(OC1N2C=NC3=C2NC=NCC3O)CO)O. Cell line: HOP-92. Synergy scores: CSS=3.32, Synergy_ZIP=-7.57, Synergy_Bliss=-4.81, Synergy_Loewe=-20.1, Synergy_HSA=-3.98.